This data is from Forward reaction prediction with 1.9M reactions from USPTO patents (1976-2016). The task is: Predict the product of the given reaction. (1) Given the reactants CN(C)C=[C:4]1[CH:8]=[C:7]([CH3:9])[CH:6]=[C:5]1[C:10]([CH3:13])([CH3:12])[CH3:11].[C:15]([C:19]1[CH:20]=[C:21]([Li])[C:22]2[CH2:23][C:24]3[C:29]([C:30]=2[CH:31]=1)=[CH:28][C:27]([C:32]([CH3:35])([CH3:34])[CH3:33])=[CH:26][CH:25]=3)([CH3:18])([CH3:17])[CH3:16].[C:37](C1C=CC2CC3C(C=2C=1)=CC(C(C)(C)C)=CC=3)(C)(C)C.C([Li])CCC.[H-].[H-].[H-].[H-].[Li+].[Al+3], predict the reaction product. The product is: [C:15]([C:19]1[CH:20]=[CH:21][C:22]2[CH:23]([CH2:9][C:7]3[C:8]([CH3:37])=[CH:4][CH:5]([C:10]([CH3:11])([CH3:12])[CH3:13])[CH:6]=3)[C:24]3[C:29]([C:30]=2[CH:31]=1)=[CH:28][C:27]([C:32]([CH3:35])([CH3:34])[CH3:33])=[CH:26][CH:25]=3)([CH3:18])([CH3:17])[CH3:16]. (2) Given the reactants [Cl:1][C:2]1[CH:7]=[C:6]([C:8]#[C:9][Si](C)(C)C)[CH:5]=[C:4]([Cl:14])[C:3]=1[NH:15][C:16]1[C:25]2[CH:26]=[CH:27][N:28]=[C:29]([O:30][CH3:31])[C:24]=2[C:23]2[C:18](=[CH:19][CH:20]=[N:21][CH:22]=2)[N:17]=1.C([O-])([O-])=O.[K+].[K+], predict the reaction product. The product is: [Cl:14][C:4]1[CH:5]=[C:6]([C:8]#[CH:9])[CH:7]=[C:2]([Cl:1])[C:3]=1[NH:15][C:16]1[C:25]2[CH:26]=[CH:27][N:28]=[C:29]([O:30][CH3:31])[C:24]=2[C:23]2[C:18](=[CH:19][CH:20]=[N:21][CH:22]=2)[N:17]=1. (3) Given the reactants [F:1][C:2]1[N:10]=[C:9]2[C:5]([NH:6][C:7]([CH2:11][C:12]3[CH:17]=[C:16]([O:18][CH3:19])[C:15]([O:20][CH3:21])=[CH:14][C:13]=3[I:22])=[N:8]2)=[C:4]([NH2:23])[N:3]=1.C([O-])([O-])=O.[Cs+].[Cs+].S(C1C=CC(C)=CC=1)(O[CH2:34][CH2:35][CH2:36][C:37]#[CH:38])(=O)=O, predict the reaction product. The product is: [F:1][C:2]1[N:10]=[C:9]2[C:5]([N:6]=[C:7]([CH2:11][C:12]3[CH:17]=[C:16]([O:18][CH3:19])[C:15]([O:20][CH3:21])=[CH:14][C:13]=3[I:22])[N:8]2[CH2:38][CH2:37][CH2:36][C:35]#[CH:34])=[C:4]([NH2:23])[N:3]=1.